Dataset: Catalyst prediction with 721,799 reactions and 888 catalyst types from USPTO. Task: Predict which catalyst facilitates the given reaction. (1) Reactant: C(N(CC)C(C)C)(C)C.[CH3:10][C:11]1[CH:20]=[CH:19][C:18]2[C:13](=[CH:14][C:15]([F:27])=[CH:16][C:17]=2[N:21]2[CH2:26][CH2:25][NH:24][CH2:23][CH2:22]2)[N:12]=1.CS(O[CH2:33][CH2:34][C:35]1[CH:40]=[CH:39][CH:38]=[C:37]([N+:41]([O-:43])=[O:42])[CH:36]=1)(=O)=O. Product: [F:27][C:15]1[CH:14]=[C:13]2[C:18]([CH:19]=[CH:20][C:11]([CH3:10])=[N:12]2)=[C:17]([N:21]2[CH2:26][CH2:25][N:24]([CH2:33][CH2:34][C:35]3[CH:40]=[CH:39][CH:38]=[C:37]([N+:41]([O-:43])=[O:42])[CH:36]=3)[CH2:23][CH2:22]2)[CH:16]=1. The catalyst class is: 9. (2) Reactant: [Cl:1][C:2]1[CH:13]=[CH:12][C:5]2[NH:6][CH:7]=[N:8][S:9](=[O:11])(=[O:10])[C:4]=2[CH:3]=1.C([O-])([O-])=O.[K+].[K+].Br[CH2:21][CH2:22][CH2:23][CH2:24][F:25]. Product: [Cl:1][C:2]1[CH:13]=[CH:12][C:5]2[N:6]([CH2:21][CH2:22][CH2:23][CH2:24][F:25])[CH:7]=[N:8][S:9](=[O:11])(=[O:10])[C:4]=2[CH:3]=1. The catalyst class is: 10. (3) Reactant: C([N:8]1[CH2:13][CH2:12][N:11]([C:14]2[CH:15]=[C:16]3[C:20](=[CH:21][C:22]=2[O:23][CH3:24])[N:19]([C:25]2[CH:30]=[CH:29][CH:28]=[CH:27][CH:26]=2)[N:18]=[C:17]3[S:31]([C:34]2[CH:39]=[CH:38][CH:37]=[CH:36][CH:35]=2)(=[O:33])=[O:32])[CH2:10][CH2:9]1)C1C=CC=CC=1.[Cl:40]C(OC(Cl)=O)C. Product: [ClH:40].[CH3:24][O:23][C:22]1[CH:21]=[C:20]2[C:16]([C:17]([S:31]([C:34]3[CH:39]=[CH:38][CH:37]=[CH:36][CH:35]=3)(=[O:32])=[O:33])=[N:18][N:19]2[C:25]2[CH:30]=[CH:29][CH:28]=[CH:27][CH:26]=2)=[CH:15][C:14]=1[N:11]1[CH2:12][CH2:13][NH:8][CH2:9][CH2:10]1. The catalyst class is: 26. (4) Reactant: [OH2:1].O[N:3]1[C:7]2[CH:8]=[CH:9][CH:10]=[CH:11][C:6]=2N=N1.Cl.CN(C)CCCN=C=NCC.C(N(CC)CC)C.CN([CH:34]=[O:35])C. Product: [C:34]([OH:35])(=[O:1])[C:6]1[C:7](=[CH:8][CH:9]=[CH:10][CH:11]=1)[NH2:3]. The catalyst class is: 13. (5) Reactant: [NH2:1][C:2]1[C:7]2[N:8]=[C:9]([S:24][C:25]3[C:33]([Br:34])=[CH:32][C:28]4[O:29][CH2:30][O:31][C:27]=4[CH:26]=3)[N:10]([CH2:11][CH2:12][N:13]3C(=O)C4C(=CC=CC=4)C3=O)[C:6]=2[CH:5]=[CH:4][N:3]=1.NCCN1C2C=CN=C(N)C=2N=C1SC1C(I)=CC2OCOC=2C=1. Product: [NH2:13][CH2:12][CH2:11][N:10]1[C:6]2[CH:5]=[CH:4][N:3]=[C:2]([NH2:1])[C:7]=2[N:8]=[C:9]1[S:24][C:25]1[C:33]([Br:34])=[CH:32][C:28]2[O:29][CH2:30][O:31][C:27]=2[CH:26]=1. The catalyst class is: 497. (6) Reactant: C([O:3][C:4]([C:6]1[N:7]=[C:8]([CH:11]([CH3:13])[CH3:12])[S:9][CH:10]=1)=O)C.CC(C[AlH]CC(C)C)C.C(O)(=O)CC(CC(O)=O)(C(O)=O)O. Product: [CH:11]([C:8]1[S:9][CH:10]=[C:6]([CH:4]=[O:3])[N:7]=1)([CH3:13])[CH3:12]. The catalyst class is: 2. (7) Reactant: Cl[C:2]1[C:7]2[CH2:8][CH2:9][CH2:10][C:6]=2[N:5]=[C:4]([S:11]([CH3:14])(=[O:13])=[O:12])[N:3]=1.[CH3:15][O-:16].[Na+]. Product: [CH3:15][O:16][C:2]1[C:7]2[CH2:8][CH2:9][CH2:10][C:6]=2[N:5]=[C:4]([S:11]([CH3:14])(=[O:13])=[O:12])[N:3]=1. The catalyst class is: 5.